Dataset: Experimentally validated miRNA-target interactions with 360,000+ pairs, plus equal number of negative samples. Task: Binary Classification. Given a miRNA mature sequence and a target amino acid sequence, predict their likelihood of interaction. The miRNA is hsa-miR-4781-3p with sequence AAUGUUGGAAUCCUCGCUAGAG. The protein sequence of the target gene is MGAPSALPLLLLLACSWAPGGANLSQDDSQPWTSDETVVAGGTVVLKCQVKDHEDSSLQWSNPAQQTLYFGEKRALRDNRIQLVSSTPHELSISISNVALADEGEYTCSIFTMPVRTAKSLVTVLGIPQKPIITGYKSSLREKETATLNCQSSGSKPAAQLTWRKGDQELHGDQTRIQEDPNGKTFTVSSSVSFQVTREDDGANIVCSVNHESLKGADRSTSQRIEVLYTPTAMIRPEPAHPREGQKLLLHCEGRGNPVPQQYVWVKEGSEPPLKMTQESALIFPFLNKSDSGTYGCTAT.... Result: 0 (no interaction).